Dataset: Full USPTO retrosynthesis dataset with 1.9M reactions from patents (1976-2016). Task: Predict the reactants needed to synthesize the given product. (1) Given the product [C:15]1(=[O:17])[N:14]([C:8]2[C:7]([O:18][CH2:19][CH3:20])=[CH:6][C:5]([CH:4]=[O:21])=[CH:10][C:9]=2[O:11][CH2:12][CH3:13])[C:16]1=[O:31], predict the reactants needed to synthesize it. The reactants are: C(O[C:4](=[O:21])[C:5]1[CH:10]=[C:9]([O:11][CH2:12][CH3:13])[C:8]([NH:14][C:15](=[O:17])[CH3:16])=[C:7]([O:18][CH2:19][CH3:20])[CH:6]=1)C.[H-].[Al+3].[Li+].[H-].[H-].[H-].C1C[O:31]CC1. (2) Given the product [CH:1]1([C:7]2[N:8]([C:13]3[CH:18]=[C:17]([F:19])[CH:16]=[CH:15][C:14]=3[NH2:20])[CH:9]=[C:10]([CH3:12])[N:11]=2)[CH2:2][CH2:3][CH2:4][CH2:5][CH2:6]1, predict the reactants needed to synthesize it. The reactants are: [CH:1]1([C:7]2[N:8]([C:13]3[CH:18]=[C:17]([F:19])[CH:16]=[CH:15][C:14]=3[N+:20]([O-])=O)[CH:9]=[C:10]([CH3:12])[N:11]=2)[CH2:6][CH2:5][CH2:4][CH2:3][CH2:2]1.[H][H]. (3) The reactants are: Br[C:2]1[C:10]2[C:9]([NH2:11])=[N:8][CH:7]=[N:6][C:5]=2[N:4]([CH:12]2[CH2:15][O:14][CH2:13]2)[CH:3]=1.CC1(C)C(C)(C)OB([C:24]2[CH:25]=[C:26]3[C:30](=[CH:31][CH:32]=2)[N:29]([C:33](=[O:45])[CH2:34][C:35]2[CH:40]=[CH:39][CH:38]=[C:37]([C:41]([F:44])([F:43])[F:42])[CH:36]=2)[CH2:28][CH2:27]3)O1.O1CCOCC1.C([O-])(O)=O.[Na+]. Given the product [O:14]1[CH2:15][CH:12]([N:4]2[C:5]3[N:6]=[CH:7][N:8]=[C:9]([NH2:11])[C:10]=3[C:2]([C:24]3[CH:25]=[C:26]4[C:30](=[CH:31][CH:32]=3)[N:29]([C:33](=[O:45])[CH2:34][C:35]3[CH:40]=[CH:39][CH:38]=[C:37]([C:41]([F:44])([F:42])[F:43])[CH:36]=3)[CH2:28][CH2:27]4)=[CH:3]2)[CH2:13]1, predict the reactants needed to synthesize it.